From a dataset of Catalyst prediction with 721,799 reactions and 888 catalyst types from USPTO. Predict which catalyst facilitates the given reaction. (1) Reactant: [F:1][C:2]1[C:3]([CH3:14])=[N:4][C:5]2[C:10]([CH:11]=1)=[CH:9][CH:8]=[C:7]([O:12]C)[CH:6]=2.B(Br)(Br)Br.CO. Product: [F:1][C:2]1[C:3]([CH3:14])=[N:4][C:5]2[C:10]([CH:11]=1)=[CH:9][CH:8]=[C:7]([OH:12])[CH:6]=2. The catalyst class is: 4. (2) Reactant: C([O:8][C:9]([C:11]1[CH:15]=[C:14]([CH3:16])[N:13]([C:17]2[CH:22]=[CH:21][CH:20]=[C:19]([O:23]CC3C=CC=CC=3)[CH:18]=2)[C:12]=1[C:31]1[CH:36]=[CH:35][CH:34]=[CH:33][CH:32]=1)=[O:10])C1C=CC=CC=1. Product: [OH:23][C:19]1[CH:18]=[C:17]([N:13]2[C:14]([CH3:16])=[CH:15][C:11]([C:9]([OH:10])=[O:8])=[C:12]2[C:31]2[CH:32]=[CH:33][CH:34]=[CH:35][CH:36]=2)[CH:22]=[CH:21][CH:20]=1. The catalyst class is: 19.